Dataset: Forward reaction prediction with 1.9M reactions from USPTO patents (1976-2016). Task: Predict the product of the given reaction. (1) Given the reactants [CH:1]([C:4]1[N:8]2[CH:9]=[C:10]([C:13]3[O:17][CH:16]=[N:15][CH:14]=3)[CH:11]=[CH:12][C:7]2=[N:6][N:5]=1)([CH3:3])[CH3:2].O1CCCC1.[Br:23]N1C(=O)CCC1=O, predict the reaction product. The product is: [CH:1]([C:4]1[N:8]2[CH:9]=[C:10]([C:13]3[O:17][CH:16]=[N:15][C:14]=3[Br:23])[CH:11]=[CH:12][C:7]2=[N:6][N:5]=1)([CH3:3])[CH3:2]. (2) Given the reactants [N:1]1[CH:2]=[CH:3][N:4]2[C:9]=1[CH:8]=[CH:7][C:6]([C:10]1[CH:18]=[CH:17][C:13]([C:14]([OH:16])=[O:15])=[CH:12][CH:11]=1)=[N:5]2.C1C(=O)N([Br:26])C(=O)C1, predict the reaction product. The product is: [Br:26][C:3]1[N:4]2[N:5]=[C:6]([C:10]3[CH:18]=[CH:17][C:13]([C:14]([OH:16])=[O:15])=[CH:12][CH:11]=3)[CH:7]=[CH:8][C:9]2=[N:1][CH:2]=1. (3) Given the reactants [NH2:1][C:2]1[CH:30]=[CH:29][C:5]([O:6][C:7]2[CH:12]=[CH:11][N:10]=[C:9]3[CH:13]=[C:14]([C:16]4[CH2:21][CH2:20][N:19]([C:22]([O:24][C:25]([CH3:28])([CH3:27])[CH3:26])=[O:23])[CH2:18][CH:17]=4)[S:15][C:8]=23)=[C:4]([F:31])[CH:3]=1.[F:32][C:33]1[CH:38]=[CH:37][C:36]([N:39]2[C:44](=[O:45])[C:43]([C:46](O)=[O:47])=[CH:42][CH:41]=[N:40]2)=[CH:35][CH:34]=1.Cl.C(N=C=NCCCN(C)C)C.N1(O)C2C=CC=CC=2N=N1.C(N(C(C)C)C(C)C)C, predict the reaction product. The product is: [F:31][C:4]1[CH:3]=[C:2]([NH:1][C:46]([C:43]2[C:44](=[O:45])[N:39]([C:36]3[CH:37]=[CH:38][C:33]([F:32])=[CH:34][CH:35]=3)[N:40]=[CH:41][CH:42]=2)=[O:47])[CH:30]=[CH:29][C:5]=1[O:6][C:7]1[CH:12]=[CH:11][N:10]=[C:9]2[CH:13]=[C:14]([C:16]3[CH2:21][CH2:20][N:19]([C:22]([O:24][C:25]([CH3:27])([CH3:28])[CH3:26])=[O:23])[CH2:18][CH:17]=3)[S:15][C:8]=12. (4) Given the reactants Br[C:2]1[CH:3]=[N:4][N:5]([C:7]([C:20]2[CH:25]=[CH:24][CH:23]=[CH:22][CH:21]=2)([C:14]2[CH:19]=[CH:18][CH:17]=[CH:16][CH:15]=2)[C:8]2[CH:13]=[CH:12][CH:11]=[CH:10][CH:9]=2)[CH:6]=1.[F-].[K+].[Cl:28][C:29]1[C:34](B(O)O)=[CH:33][CH:32]=[CH:31][N:30]=1.F[B-](F)(F)F.C([PH+](C(C)(C)C)C(C)(C)C)(C)(C)C, predict the reaction product. The product is: [Cl:28][C:29]1[C:34]([C:2]2[CH:3]=[N:4][N:5]([C:7]([C:20]3[CH:25]=[CH:24][CH:23]=[CH:22][CH:21]=3)([C:14]3[CH:19]=[CH:18][CH:17]=[CH:16][CH:15]=3)[C:8]3[CH:13]=[CH:12][CH:11]=[CH:10][CH:9]=3)[CH:6]=2)=[CH:33][CH:32]=[CH:31][N:30]=1. (5) Given the reactants [CH3:1][C:2]1[O:11][C:10](=[O:12])[C:9]2[C:8](=[O:13])[CH2:7][CH:6]([CH:14]([CH3:16])[CH3:15])[O:5][C:4]=2[CH:3]=1.C1(C)C=CC=CC=1.[OH-].[Na+].Cl, predict the reaction product. The product is: [OH:5][C:4]1[CH:3]=[C:2]([CH3:1])[O:11][C:10](=[O:12])[C:9]=1[C:8](=[O:13])[CH:7]=[CH:6][CH:14]([CH3:15])[CH3:16]. (6) Given the reactants [C:1]([N:5]1[C:9]([C:10]2[CH:15]=[CH:14][CH:13]=[CH:12][CH:11]=2)=[CH:8][C:7]([CH2:16][CH2:17][CH:18]=O)=[N:6]1)([CH3:4])([CH3:3])[CH3:2].[CH3:20][C:21]1[CH:22]=[C:23]([N:28]2[CH2:33][CH2:32][NH:31][CH2:30][CH2:29]2)[CH:24]=[CH:25][C:26]=1[CH3:27].CCN(C(C)C)C(C)C.[BH-](OC(C)=O)(OC(C)=O)OC(C)=O.[Na+], predict the reaction product. The product is: [C:1]([N:5]1[C:9]([C:10]2[CH:15]=[CH:14][CH:13]=[CH:12][CH:11]=2)=[CH:8][C:7]([CH2:16][CH2:17][CH2:18][N:31]2[CH2:32][CH2:33][N:28]([C:23]3[CH:24]=[CH:25][C:26]([CH3:27])=[C:21]([CH3:20])[CH:22]=3)[CH2:29][CH2:30]2)=[N:6]1)([CH3:4])([CH3:3])[CH3:2]. (7) Given the reactants [Cl:1][C:2]1[CH:3]=[C:4]([NH2:18])[C:5]([NH2:17])=[CH:6][C:7]=1[O:8][C:9]1[CH:14]=[CH:13][C:12]([Cl:15])=[CH:11][C:10]=1[Cl:16].[F:19][C:20]([F:25])([F:24])[C:21](O)=O, predict the reaction product. The product is: [Cl:1][C:2]1[C:7]([O:8][C:9]2[CH:14]=[CH:13][C:12]([Cl:15])=[CH:11][C:10]=2[Cl:16])=[CH:6][C:5]2[NH:17][C:21]([C:20]([F:25])([F:24])[F:19])=[N:18][C:4]=2[CH:3]=1.